This data is from NCI-60 drug combinations with 297,098 pairs across 59 cell lines. The task is: Regression. Given two drug SMILES strings and cell line genomic features, predict the synergy score measuring deviation from expected non-interaction effect. (1) Drug 1: CCC(=C(C1=CC=CC=C1)C2=CC=C(C=C2)OCCN(C)C)C3=CC=CC=C3.C(C(=O)O)C(CC(=O)O)(C(=O)O)O. Drug 2: CC12CCC3C(C1CCC2O)C(CC4=C3C=CC(=C4)O)CCCCCCCCCS(=O)CCCC(C(F)(F)F)(F)F. Cell line: HL-60(TB). Synergy scores: CSS=-5.13, Synergy_ZIP=1.82, Synergy_Bliss=-5.89, Synergy_Loewe=-2.84, Synergy_HSA=-15.2. (2) Drug 1: CC1=C2C(C(=O)C3(C(CC4C(C3C(C(C2(C)C)(CC1OC(=O)C(C(C5=CC=CC=C5)NC(=O)C6=CC=CC=C6)O)O)OC(=O)C7=CC=CC=C7)(CO4)OC(=O)C)O)C)OC(=O)C. Drug 2: C1C(C(OC1N2C=NC(=NC2=O)N)CO)O. Cell line: COLO 205. Synergy scores: CSS=26.4, Synergy_ZIP=-4.91, Synergy_Bliss=-4.64, Synergy_Loewe=-8.87, Synergy_HSA=-0.936.